From a dataset of Full USPTO retrosynthesis dataset with 1.9M reactions from patents (1976-2016). Predict the reactants needed to synthesize the given product. (1) The reactants are: O.[F-].C([N+](C)(C)C)C1C=CC=CC=1.[CH2:14]([C:21]1([N:46]([CH3:48])[CH3:47])[CH2:26][CH2:25][CH:24]([CH2:27][O:28][CH2:29][C:30]2[C:34]3[CH:35]=[N:36][CH:37]=[CH:38][C:33]=3[NH:32][C:31]=2[Si](CC)(CC)CC)[CH2:23][CH2:22]1)[C:15]1[CH:20]=[CH:19][CH:18]=[CH:17][CH:16]=1. Given the product [NH:32]1[C:33]2[CH:38]=[CH:37][N:36]=[CH:35][C:34]=2[C:30]([CH2:29][O:28][CH2:27][CH:24]2[CH2:23][CH2:22][C:21]([CH2:14][C:15]3[CH:20]=[CH:19][CH:18]=[CH:17][CH:16]=3)([N:46]([CH3:47])[CH3:48])[CH2:26][CH2:25]2)=[CH:31]1, predict the reactants needed to synthesize it. (2) Given the product [C:41]([P:45]([C:47]([CH3:50])([CH3:49])[CH3:48])[C:2]1[C:7]([O:8][CH:9]([CH3:11])[CH3:10])=[CH:6][CH:5]=[CH:4][C:3]=1[C:12]1[C:17]([CH3:18])=[CH:16][C:15]([CH3:19])=[C:14]([C:20]2[CH:25]=[CH:24][CH:23]=[CH:22][CH:21]=2)[C:13]=1[CH3:26])([CH3:44])([CH3:43])[CH3:42], predict the reactants needed to synthesize it. The reactants are: Br[C:2]1[C:7]([O:8][CH:9]([CH3:11])[CH3:10])=[CH:6][CH:5]=[CH:4][C:3]=1[C:12]1[C:17]([CH3:18])=[CH:16][C:15]([CH3:19])=[C:14]([C:20]2[CH:25]=[CH:24][CH:23]=[CH:22][CH:21]=2)[C:13]=1[CH3:26].C(OCCCC)CCC.[Li]C(C)(C)C.[C:41]([P:45]([C:47]([CH3:50])([CH3:49])[CH3:48])Cl)([CH3:44])([CH3:43])[CH3:42].[NH4+].[OH-]. (3) Given the product [CH2:1]([N:3]([CH2:29][C:30]1[CH:35]=[CH:34][C:33]([O:36][CH2:40][CH2:41][N:43]([CH2:45][CH2:46][O:47][CH3:48])[CH3:44])=[C:32]([F:37])[CH:31]=1)[C:4]1[CH:9]=[C:8]([O:10][CH3:11])[CH:7]=[CH:6][C:5]=1[C@H:12]1[CH2:21][CH2:20][C:19]2[CH:18]=[C:17]([OH:22])[CH:16]=[CH:15][C:14]=2[CH2:13]1)[CH3:2], predict the reactants needed to synthesize it. The reactants are: [CH2:1]([N:3]([C:29](=O)[C:30]1[CH:35]=[CH:34][C:33]([OH:36])=[C:32]([F:37])[CH:31]=1)[C:4]1[CH:9]=[C:8]([O:10][CH3:11])[CH:7]=[CH:6][C:5]=1[C@H:12]1[CH2:21][CH2:20][C:19]2[CH:18]=[C:17]([O:22]C(=O)C(C)(C)C)[CH:16]=[CH:15][C:14]=2[CH2:13]1)[CH3:2].Cl[CH2:40][C:41]([N:43]([CH2:45][CH2:46][O:47][CH3:48])[CH3:44])=O.